This data is from Full USPTO retrosynthesis dataset with 1.9M reactions from patents (1976-2016). The task is: Predict the reactants needed to synthesize the given product. (1) Given the product [N+:1]([C:4]1[CH:5]=[C:6]([NH:7][CH:13]2[CH2:14][O:11][CH2:12]2)[CH:8]=[CH:9][CH:10]=1)([O-:3])=[O:2], predict the reactants needed to synthesize it. The reactants are: [N+:1]([C:4]1[CH:5]=[C:6]([CH:8]=[CH:9][CH:10]=1)[NH2:7])([O-:3])=[O:2].[O:11]1[CH2:14][C:13](=O)[CH2:12]1.C([BH3-])#N.[Na+]. (2) The reactants are: [CH3:1][O:2][C:3](=[O:13])[C:4]1[CH:9]=[CH:8][C:7]([CH2:10][OH:11])=[N:6][C:5]=1[Cl:12].[CH3:14]I. Given the product [CH3:1][O:2][C:3](=[O:13])[C:4]1[CH:9]=[CH:8][C:7]([CH2:10][O:11][CH3:14])=[N:6][C:5]=1[Cl:12], predict the reactants needed to synthesize it. (3) Given the product [N+:1]([C:4]1[CH:5]=[CH:6][C:7]([CH:10]([CH2:19][CH2:20][CH2:21][CH3:22])[C:11]([O:13][CH2:14][CH3:15])=[O:12])=[CH:8][CH:9]=1)([O-:3])=[O:2], predict the reactants needed to synthesize it. The reactants are: [N+:1]([C:4]1[CH:9]=[CH:8][C:7]([CH2:10][C:11]([O:13][CH2:14][CH3:15])=[O:12])=[CH:6][CH:5]=1)([O-:3])=[O:2].[H-].[Na+].Br[CH2:19][CH2:20][CH2:21][CH3:22].[Cl-].[NH4+]. (4) Given the product [Cl:12][C:4]1[C:5]2[C:10](=[CH:9][CH:8]=[CH:7][CH:6]=2)[CH:1]=[N:2][C:3]=1[NH2:11], predict the reactants needed to synthesize it. The reactants are: [CH:1]1[C:10]2[C:5](=[CH:6][CH:7]=[CH:8][CH:9]=2)[CH:4]=[C:3]([NH2:11])[N:2]=1.[Cl:12]N1C(=O)CCC1=O. (5) Given the product [C:22]([O:26][C:27](=[O:28])[N:29]([C:31]1[CH:36]=[CH:35][CH:34]=[CH:33][CH:32]=1)[N:30]1[C:8]2[C:9](=[CH:10][CH:11]=[CH:12][CH:13]=2)[CH:14]=[C:15]1[C:16]1[CH:21]=[CH:20][CH:19]=[CH:18][CH:17]=1)([CH3:25])([CH3:23])[CH3:24], predict the reactants needed to synthesize it. The reactants are: C([O-])([O-])=O.[Cs+].[Cs+].Cl[C:8]1[CH:13]=[CH:12][CH:11]=[CH:10][C:9]=1[C:14]#[C:15][C:16]1[CH:21]=[CH:20][CH:19]=[CH:18][CH:17]=1.[C:22]([O:26][C:27]([N:29]([C:31]1[CH:36]=[CH:35][CH:34]=[CH:33][CH:32]=1)[NH2:30])=[O:28])([CH3:25])([CH3:24])[CH3:23]. (6) The reactants are: [CH3:1][O:2][C:3]1[CH:12]=[C:11]2[C:6]([CH:7]=[CH:8][C:9]([NH2:13])=[CH:10]2)=[CH:5][CH:4]=1.C(=O)([O-])[O-].[Na+].[Na+].[I:20]I. Given the product [I:20][C:10]1[C:11]2[C:6](=[CH:5][CH:4]=[C:3]([O:2][CH3:1])[CH:12]=2)[CH:7]=[CH:8][C:9]=1[NH2:13], predict the reactants needed to synthesize it. (7) The reactants are: [NH2:1][CH2:2][C:3]([CH3:24])([CH3:23])[CH2:4][N:5]1[C:17]2[C:16]3[CH:15]=[CH:14][CH:13]=[CH:12][C:11]=3[N:10]=[C:9]([NH2:18])[C:8]=2[N:7]=[C:6]1[CH2:19][CH2:20][O:21][CH3:22].[CH3:25][S:26](Cl)(=[O:28])=[O:27]. Given the product [NH2:18][C:9]1[C:8]2[N:7]=[C:6]([CH2:19][CH2:20][O:21][CH3:22])[N:5]([CH2:4][C:3]([CH3:24])([CH3:23])[CH2:2][NH:1][S:26]([CH3:25])(=[O:28])=[O:27])[C:17]=2[C:16]2[CH:15]=[CH:14][CH:13]=[CH:12][C:11]=2[N:10]=1, predict the reactants needed to synthesize it. (8) Given the product [CH2:1]([O:8][C:9]1[C:10]([C:16]([O:18][CH3:19])=[O:17])=[N:11][C:12]([C:23]#[C:22][CH2:21][CH2:20][NH:24][C:25]2[C:34]3[C:29](=[CH:30][CH:31]=[C:32]([Cl:35])[CH:33]=3)[N:28]=[C:27]3[CH2:36][CH2:37][CH2:38][CH2:39][CH2:40][C:26]=23)=[CH:13][CH:14]=1)[C:2]1[CH:7]=[CH:6][CH:5]=[CH:4][CH:3]=1, predict the reactants needed to synthesize it. The reactants are: [CH2:1]([O:8][C:9]1[C:10]([C:16]([O:18][CH3:19])=[O:17])=[N:11][C:12](Br)=[CH:13][CH:14]=1)[C:2]1[CH:7]=[CH:6][CH:5]=[CH:4][CH:3]=1.[CH2:20]([NH:24][C:25]1[C:34]2[C:29](=[CH:30][CH:31]=[C:32]([Cl:35])[CH:33]=2)[N:28]=[C:27]2[CH2:36][CH2:37][CH2:38][CH2:39][CH2:40][C:26]=12)[CH2:21][C:22]#[CH:23]. (9) Given the product [CH3:26][O:25][C:20]1[CH:21]=[CH:22][CH:23]=[CH:24][C:19]=1[C:17]1[O:16][N:15]=[C:14]([CH2:13][NH:11][C:1]23[CH2:8][CH:7]4[CH2:6][CH:5]([CH2:4][CH:3]([CH2:9]4)[CH2:2]2)[CH2:10]3)[N:18]=1, predict the reactants needed to synthesize it. The reactants are: [C:1]12([NH2:11])[CH2:10][CH:5]3[CH2:6][CH:7]([CH2:9][CH:3]([CH2:4]3)[CH2:2]1)[CH2:8]2.Cl[CH2:13][C:14]1[N:18]=[C:17]([C:19]2[CH:24]=[CH:23][CH:22]=[CH:21][C:20]=2[O:25][CH3:26])[O:16][N:15]=1. (10) Given the product [NH2:35][C:34]1[CH:33]=[CH:32][C:18]([O:19][CH:20]2[CH2:24][CH2:23][N:22]([C:25]([O:27][C:28]([CH3:29])([CH3:30])[CH3:31])=[O:26])[CH2:21]2)=[CH:17][C:16]=1[C:14]([NH:13][C:11]1[CH:12]=[C:7]([C:5]([NH:4][CH:1]2[CH2:2][CH2:3]2)=[O:6])[CH:8]=[CH:9][C:10]=1[CH3:38])=[O:15], predict the reactants needed to synthesize it. The reactants are: [CH:1]1([NH:4][C:5]([C:7]2[CH:8]=[CH:9][C:10]([CH3:38])=[C:11]([NH:13][C:14]([C:16]3[CH:17]=[C:18]([CH:32]=[CH:33][C:34]=3[N+:35]([O-])=O)[O:19][CH:20]3[CH2:24][CH2:23][N:22]([C:25]([O:27][C:28]([CH3:31])([CH3:30])[CH3:29])=[O:26])[CH2:21]3)=[O:15])[CH:12]=2)=[O:6])[CH2:3][CH2:2]1.